This data is from Reaction yield outcomes from USPTO patents with 853,638 reactions. The task is: Predict the reaction yield, written as a fraction of the theoretical maximum amount of product (1.0 means a 100% yield; for example, 0.34 means a 34% yield). (1) The reactants are [H-].[H-].[H-].[H-].[Li+].[Al+3].C([O:9][C:10](=O)[CH:11]([CH2:17][C:18]([F:21])([F:20])[F:19])[CH2:12][C:13]([F:16])([F:15])[F:14])C. The catalyst is CCOCC. The product is [F:14][C:13]([F:15])([F:16])[CH2:12][CH:11]([CH2:17][C:18]([F:19])([F:20])[F:21])[CH2:10][OH:9]. The yield is 0.410. (2) The reactants are [Cl:1][C:2]1[C:7]([NH:8][C:9](=O)[C:10]2[CH:15]=[C:14]([C:16]3[CH:21]=[CH:20][CH:19]=[C:18]([F:22])[CH:17]=3)[CH:13]=[CH:12][C:11]=2[F:23])=[C:6]([F:25])[C:5]([OH:26])=[CH:4][CH:3]=1. The catalyst is C1COCC1. The product is [Cl:1][C:2]1[CH:3]=[CH:4][C:5]([OH:26])=[C:6]([F:25])[C:7]=1[NH:8][CH2:9][C:10]1[CH:15]=[C:14]([C:16]2[CH:21]=[CH:20][CH:19]=[C:18]([F:22])[CH:17]=2)[CH:13]=[CH:12][C:11]=1[F:23]. The yield is 0.680.